From a dataset of NCI-60 drug combinations with 297,098 pairs across 59 cell lines. Regression. Given two drug SMILES strings and cell line genomic features, predict the synergy score measuring deviation from expected non-interaction effect. (1) Drug 1: CS(=O)(=O)C1=CC(=C(C=C1)C(=O)NC2=CC(=C(C=C2)Cl)C3=CC=CC=N3)Cl. Drug 2: CC1CCCC2(C(O2)CC(NC(=O)CC(C(C(=O)C(C1O)C)(C)C)O)C(=CC3=CSC(=N3)C)C)C. Cell line: SK-MEL-5. Synergy scores: CSS=9.41, Synergy_ZIP=4.00, Synergy_Bliss=6.52, Synergy_Loewe=-0.903, Synergy_HSA=2.30. (2) Drug 1: C1=CC(=CC=C1CC(C(=O)O)N)N(CCCl)CCCl.Cl. Drug 2: CS(=O)(=O)CCNCC1=CC=C(O1)C2=CC3=C(C=C2)N=CN=C3NC4=CC(=C(C=C4)OCC5=CC(=CC=C5)F)Cl. Cell line: T-47D. Synergy scores: CSS=19.9, Synergy_ZIP=-5.00, Synergy_Bliss=2.89, Synergy_Loewe=-2.42, Synergy_HSA=0.663. (3) Drug 1: C1CC(=O)NC(=O)C1N2CC3=C(C2=O)C=CC=C3N. Drug 2: C1CN(P(=O)(OC1)NCCCl)CCCl. Cell line: SNB-19. Synergy scores: CSS=8.68, Synergy_ZIP=0.793, Synergy_Bliss=5.03, Synergy_Loewe=6.61, Synergy_HSA=4.79. (4) Drug 1: CN(C)C1=NC(=NC(=N1)N(C)C)N(C)C. Drug 2: C(CN)CNCCSP(=O)(O)O. Cell line: SK-MEL-28. Synergy scores: CSS=-0.712, Synergy_ZIP=0.0906, Synergy_Bliss=0.775, Synergy_Loewe=-4.92, Synergy_HSA=-3.00.